From a dataset of Full USPTO retrosynthesis dataset with 1.9M reactions from patents (1976-2016). Predict the reactants needed to synthesize the given product. (1) Given the product [Cl:19][C:17]1[CH:16]=[CH:15][C:14]([O:20][CH3:21])=[C:13]([CH:18]=1)[C:12](/[N:11]=[C:9]1\[S:10][C:6]([C:3]([OH:5])([CH3:1])[CH3:4])=[C:7]([CH3:30])[N:8]\1[CH2:23][CH:24]1[CH2:29][CH2:28][CH2:27][CH2:26][O:25]1)=[O:22], predict the reactants needed to synthesize it. The reactants are: [CH3:1][Li].[C:3]([C:6]1[S:10]/[C:9](=[N:11]\[C:12](=[O:22])[C:13]2[CH:18]=[C:17]([Cl:19])[CH:16]=[CH:15][C:14]=2[O:20][CH3:21])/[N:8]([CH2:23][CH:24]2[CH2:29][CH2:28][CH2:27][CH2:26][O:25]2)[C:7]=1[CH3:30])(=[O:5])[CH3:4]. (2) Given the product [F:21][C:15]1[CH:16]=[C:17]([F:20])[CH:18]=[CH:19][C:14]=1[O:13][C:7]1[CH:8]=[C:9]2[C:4](=[CH:5][CH:6]=1)[N:3]=[C:2]([NH:22][C:23]([CH2:28][CH3:29])([CH2:26][OH:27])[CH2:24][OH:25])[N:11]=[CH:10]2, predict the reactants needed to synthesize it. The reactants are: Cl[C:2]1[N:11]=[C:10](N)[C:9]2[C:4](=[CH:5][CH:6]=[C:7]([O:13][C:14]3[CH:19]=[CH:18][C:17]([F:20])=[CH:16][C:15]=3[F:21])[CH:8]=2)[N:3]=1.[NH2:22][C:23]([CH2:28][CH3:29])([CH2:26][OH:27])[CH2:24][OH:25].O. (3) Given the product [O:13]=[C:11]([C:10]1[CH:16]=[CH:17][CH:18]=[C:8]([O:7][CH2:6][C:2]2[S:1][CH:5]=[CH:4][CH:3]=2)[CH:9]=1)[CH2:20][C:19]#[N:21], predict the reactants needed to synthesize it. The reactants are: [S:1]1[CH:5]=[CH:4][CH:3]=[C:2]1[CH2:6][O:7][C:8]1[CH:9]=[C:10]([CH:16]=[CH:17][CH:18]=1)[C:11]([O:13]CC)=O.[C:19](#[N:21])[CH3:20]. (4) Given the product [N+:8]([C:4]1[CH:3]=[C:2]([N:21]2[CH2:20][CH2:19][N:18]([C:11]([O:13][C:14]([CH3:17])([CH3:16])[CH3:15])=[O:12])[CH2:23][CH2:22]2)[CH:7]=[CH:6][CH:5]=1)([O-:10])=[O:9], predict the reactants needed to synthesize it. The reactants are: I[C:2]1[CH:7]=[CH:6][CH:5]=[C:4]([N+:8]([O-:10])=[O:9])[CH:3]=1.[C:11]([N:18]1[CH2:23][CH2:22][NH:21][CH2:20][CH2:19]1)([O:13][C:14]([CH3:17])([CH3:16])[CH3:15])=[O:12].C([O-])([O-])=O.[Cs+].[Cs+].CC1(C)C2C(=C(P(C3C=CC=CC=3)C3C=CC=CC=3)C=CC=2)OC2C(P(C3C=CC=CC=3)C3C=CC=CC=3)=CC=CC1=2. (5) Given the product [Cl:19][C:20]1[CH:28]=[CH:27][CH:26]=[CH:25][C:21]=1[C:22]([N:16]1[CH2:17][CH2:18][CH:13]([CH2:12][O:11][C:7]2[CH:8]=[CH:9][CH:10]=[C:3]([F:2])[C:4]=2[C:5]#[N:6])[CH2:14][CH2:15]1)=[O:23], predict the reactants needed to synthesize it. The reactants are: Cl.[F:2][C:3]1[CH:10]=[CH:9][CH:8]=[C:7]([O:11][CH2:12][CH:13]2[CH2:18][CH2:17][NH:16][CH2:15][CH2:14]2)[C:4]=1[C:5]#[N:6].[Cl:19][C:20]1[CH:28]=[CH:27][CH:26]=[CH:25][C:21]=1[C:22](Cl)=[O:23].C(N(CC)CC)C. (6) Given the product [Cl:13][C:14]1[N:19]=[C:18]([C:6]2[C:7]3[C:12](=[CH:11][CH:10]=[CH:9][CH:8]=3)[NH:4][CH:5]=2)[C:17]([CH3:21])=[CH:16][N:15]=1, predict the reactants needed to synthesize it. The reactants are: C[Mg+].[Br-].[NH:4]1[C:12]2[C:7](=[CH:8][CH:9]=[CH:10][CH:11]=2)[CH:6]=[CH:5]1.[Cl:13][C:14]1[N:19]=[C:18](Cl)[C:17]([CH3:21])=[CH:16][N:15]=1.C(O)(=O)C. (7) Given the product [CH:20]1[CH:21]=[CH:22][C:23]2[C:24](=[O:25])[C:5]3[C:15]4[C:10]([CH:9]=[CH:6][N:4]=3)=[CH:11][CH:12]=[N:13][C:16]=4[C:18]=2[CH:19]=1, predict the reactants needed to synthesize it. The reactants are: COC(OC)[N:4]([CH3:6])[CH3:5].[CH3:9][C:10]1[CH:11]=[CH:12][N:13]=C2[C:24](=[O:25])[C:23]3[CH:22]=[CH:21][CH:20]=[CH:19][C:18]=3[C:16](=O)[C:15]=12.[Cl-].[NH4+].C(O)(=O)C.